Dataset: Full USPTO retrosynthesis dataset with 1.9M reactions from patents (1976-2016). Task: Predict the reactants needed to synthesize the given product. (1) Given the product [C:12]([N:1]1[C:10]2[C:5](=[CH:6][CH:7]=[CH:8][CH:9]=2)[C:4](=[O:11])[CH2:3][CH2:2]1)(=[O:14])[CH3:13], predict the reactants needed to synthesize it. The reactants are: [NH:1]1[C:10]2[C:5](=[CH:6][CH:7]=[CH:8][CH:9]=2)[C:4](=[O:11])[CH2:3][CH2:2]1.[C:12](OC(=O)C)(=[O:14])[CH3:13]. (2) Given the product [F:1][C:2]1[CH:20]=[C:19]([F:21])[CH:18]=[CH:17][C:3]=1[O:4][C:5]1[CH:6]=[CH:7][C:8]2[N:12]=[C:11]([CH2:13][O:14][C:23]3[CH:24]=[C:25]([CH:30]=[CH:31][CH:32]=3)[C:26]([O:28][CH3:29])=[O:27])[N:10]([CH3:15])[C:9]=2[CH:16]=1, predict the reactants needed to synthesize it. The reactants are: [F:1][C:2]1[CH:20]=[C:19]([F:21])[CH:18]=[CH:17][C:3]=1[O:4][C:5]1[CH:6]=[CH:7][C:8]2[N:12]=[C:11]([CH2:13][OH:14])[N:10]([CH3:15])[C:9]=2[CH:16]=1.O[C:23]1[CH:24]=[C:25]([CH:30]=[CH:31][CH:32]=1)[C:26]([O:28][CH3:29])=[O:27].C(P(CCCC)CCCC)CCC.N(C(N1CCCCC1)=O)=NC(N1CCCCC1)=O. (3) The reactants are: [O:1]1[CH2:5][CH2:4][O:3][C:2]1([CH2:8][OH:9])[CH2:6][OH:7].[C:10]([CH2:14][C:15]([O:17][CH3:18])=[O:16])(=O)[CH2:11][CH3:12].C(OCC)(OCC)OCC.C(=O)([O-])O.[Na+]. Given the product [CH3:18][O:17][C:15](=[O:16])[CH2:14][C:10]1([CH2:11][CH3:12])[O:9][CH2:8][C:2]2([O:3][CH2:4][CH2:5][O:1]2)[CH2:6][O:7]1, predict the reactants needed to synthesize it. (4) Given the product [CH2:5]([O:12][C:13](=[O:39])[N:14]([CH:33]1[CH2:34][CH2:35][CH2:36][CH2:37][CH2:38]1)[C:15]1[CH:20]=[CH:19][CH:18]=[C:17]([O:21][C:22]2[CH:27]=[CH:26][C:25]([N+:28]([O-:30])=[O:29])=[C:24]([CH2:42][NH:4][CH2:1][CH2:2][CH3:3])[CH:23]=2)[CH:16]=1)[C:6]1[CH:11]=[CH:10][CH:9]=[CH:8][CH:7]=1, predict the reactants needed to synthesize it. The reactants are: [CH2:1]([NH2:4])[CH2:2][CH3:3].[CH2:5]([O:12][C:13](=[O:39])[N:14]([CH:33]1[CH2:38][CH2:37][CH2:36][CH2:35][CH2:34]1)[C:15]1[CH:20]=[CH:19][CH:18]=[C:17]([O:21][C:22]2[CH:27]=[CH:26][C:25]([N+:28]([O-:30])=[O:29])=[C:24](C=O)[CH:23]=2)[CH:16]=1)[C:6]1[CH:11]=[CH:10][CH:9]=[CH:8][CH:7]=1.[BH-](OC(C)=O)(OC(C)=O)O[C:42](C)=O.[Na+].[OH-].[Na+].